From a dataset of Catalyst prediction with 721,799 reactions and 888 catalyst types from USPTO. Predict which catalyst facilitates the given reaction. (1) Reactant: [N:1]1[CH:6]=[CH:5][C:4]([NH2:7])=[N:3][CH:2]=1.[Cl:8][C:9]1[C:14]([C:15]#[N:16])=[CH:13][C:12]([C:17]2[C:26]3[C:21](=[CH:22][C:23]([S:27](OC4C(F)=C(F)C(F)=C(F)C=4F)(=[O:29])=[O:28])=[CH:24][CH:25]=3)[CH:20]=[CH:19][N:18]=2)=[C:11]([O:42][CH3:43])[CH:10]=1.[Li+].C[Si]([N-][Si](C)(C)C)(C)C.Cl.O1CCOCC1. Product: [Cl:8][C:9]1[C:14]([C:15]#[N:16])=[CH:13][C:12]([C:17]2[C:26]3[C:21](=[CH:22][C:23]([S:27]([NH:7][C:4]4[CH:5]=[CH:6][N:1]=[CH:2][N:3]=4)(=[O:29])=[O:28])=[CH:24][CH:25]=3)[CH:20]=[CH:19][N:18]=2)=[C:11]([O:42][CH3:43])[CH:10]=1. The catalyst class is: 1. (2) Reactant: Cl.[Cl:2][C:3]1[CH:10]=[C:9]([C:11]2[NH:15][N:14]=[CH:13][CH:12]=2)[CH:8]=[CH:7][C:4]=1[C:5]#[N:6].C.[OH-].[Na+]. Product: [Cl:2][C:3]1[CH:10]=[C:9]([C:11]2[CH:12]=[CH:13][NH:14][N:15]=2)[CH:8]=[CH:7][C:4]=1[C:5]#[N:6]. The catalyst class is: 5. (3) Reactant: Br[C:2]1[CH:7]=[CH:6][C:5]([C:8]2([C:11]3[N:15]4[CH2:16][CH2:17][S:18][C:19]([CH2:22][O:23][Si:24]([C:27]([CH3:30])([CH3:29])[CH3:28])([CH3:26])[CH3:25])([CH3:21])[CH2:20][C:14]4=[N:13][N:12]=3)[CH2:10][CH2:9]2)=[CH:4][CH:3]=1.[B:31]1([B:31]2[O:35][C:34]([CH3:37])([CH3:36])[C:33]([CH3:39])([CH3:38])[O:32]2)[O:35][C:34]([CH3:37])([CH3:36])[C:33]([CH3:39])([CH3:38])[O:32]1.C([O-])(=O)C.[K+].O. Product: [Si:24]([O:23][CH2:22][C:19]1([CH3:21])[S:18][CH2:17][CH2:16][N:15]2[C:11]([C:8]3([C:5]4[CH:6]=[CH:7][C:2]([B:31]5[O:35][C:34]([CH3:37])([CH3:36])[C:33]([CH3:39])([CH3:38])[O:32]5)=[CH:3][CH:4]=4)[CH2:10][CH2:9]3)=[N:12][N:13]=[C:14]2[CH2:20]1)([C:27]([CH3:30])([CH3:29])[CH3:28])([CH3:26])[CH3:25]. The catalyst class is: 12. (4) Reactant: C(=O)([O-])[O-].[Cs+].[Cs+].[NH:7]1[C:11]2=[N:12][CH:13]=[CH:14][CH:15]=[C:10]2[C:9]([C:16]#[N:17])=[N:8]1.[F:18][C:19]1[CH:26]=[CH:25][CH:24]=[CH:23][C:20]=1[CH2:21]Br.Cl. Product: [F:18][C:19]1[CH:26]=[CH:25][CH:24]=[CH:23][C:20]=1[CH2:21][N:7]1[C:11]2=[N:12][CH:13]=[CH:14][CH:15]=[C:10]2[C:9]([C:16]#[N:17])=[N:8]1. The catalyst class is: 623. (5) Reactant: [Br:1][C:2]1[CH:7]=[CH:6][C:5]([C@@H:8]([NH2:11])[CH2:9]C)=[CH:4][CH:3]=1.[C:12]([O-])(O)=[O:13].[Na+].ClC(Cl)(OC(=O)OC(Cl)(Cl)Cl)Cl. Product: [Br:1][C:2]1[CH:7]=[CH:6][C:5]([C@H:8]([N:11]=[C:12]=[O:13])[CH3:9])=[CH:4][CH:3]=1. The catalyst class is: 2. (6) Reactant: [CH3:1][NH:2][C:3](=[O:19])[C:4]1[CH:9]=[C:8]([C:10]#[N:11])[C:7]([CH2:12][N:13]=[N+]=[N-])=[CH:6][C:5]=1[N:16]([CH3:18])[CH3:17]. Product: [CH3:1][NH:2][C:3]([C:4]1[CH:9]=[C:8]2[C:7](=[CH:6][C:5]=1[N:16]([CH3:18])[CH3:17])[CH2:12][NH:13][C:10]2=[NH:11])=[O:19]. The catalyst class is: 129. (7) Reactant: [CH2:1]([O:8][C:9]1[C:10]([CH2:15]Cl)=[N:11][CH:12]=[CH:13][CH:14]=1)[C:2]1[CH:7]=[CH:6][CH:5]=[CH:4][CH:3]=1.[CH3:17][O-:18].[Na+].[Na]. Product: [CH2:1]([O:8][C:9]1[C:10]([CH2:15][O:18][CH3:17])=[N:11][CH:12]=[CH:13][CH:14]=1)[C:2]1[CH:7]=[CH:6][CH:5]=[CH:4][CH:3]=1. The catalyst class is: 24.